Dataset: Catalyst prediction with 721,799 reactions and 888 catalyst types from USPTO. Task: Predict which catalyst facilitates the given reaction. Reactant: [H-].[Na+].[CH2:3]([OH:7])[C:4]#[C:5][CH3:6].Cl[C:9]1[N:14]=[CH:13][N:12]=[C:11]([N:15]2[CH2:21][C@H:20]([CH3:22])[CH2:19][CH2:18][CH2:17][C@@H:16]2[CH3:23])[C:10]=1[F:24].[Cl-].[NH4+]. Product: [CH2:3]([O:7][C:9]1[N:14]=[CH:13][N:12]=[C:11]([N:15]2[CH2:21][C@H:20]([CH3:22])[CH2:19][CH2:18][CH2:17][C@@H:16]2[CH3:23])[C:10]=1[F:24])[C:4]#[C:5][CH3:6]. The catalyst class is: 7.